Dataset: Experimentally validated miRNA-target interactions with 360,000+ pairs, plus equal number of negative samples. Task: Binary Classification. Given a miRNA mature sequence and a target amino acid sequence, predict their likelihood of interaction. The miRNA is hsa-miR-4635 with sequence UCUUGAAGUCAGAACCCGCAA. The protein sequence of the target gene is MSPALQDLSQPEGLKKTLRDEINAILQKRIMVLDGGMGTMIQREKLNEEHFRGQEFKDHARPLKGNNDILSITQPDVIYQIHKEYLLAGADIIETNTFSSTSIAQADYGLEHLAYRMNMCSAGVARKAAEEVTLQTGIKRFVAGALGPTNKTLSVSPSVERPDYRNITFDELVEAYQEQAKGLLDGGVDILLIETIFDTANAKAALFALQNLFEEKYAPRPIFISGTIVDKSGRTLSGQTGEGFVISVSHGEPLCIGLNCALGAAEMRPFIEIIGKCTTAYVLCYPNAGLPNTFGDYDET.... Result: 1 (interaction).